Dataset: Catalyst prediction with 721,799 reactions and 888 catalyst types from USPTO. Task: Predict which catalyst facilitates the given reaction. (1) Reactant: [NH2:1][C:2]1[C:3]([OH:16])=[C:4]([C:8]2[CH:9]=[C:10]([C:13]([OH:15])=[O:14])[NH:11][CH:12]=2)[CH:5]=[CH:6][CH:7]=1.[N:17]([O-])=O.[Na+].[CH3:21][C:22]1[CH2:23][C:24](=[O:37])[N:25]([C:27]2[CH:36]=[CH:35][C:34]3[CH2:33][CH2:32][CH2:31][CH2:30][C:29]=3[CH:28]=2)[N:26]=1.C(=O)(O)[O-].[Na+]. The catalyst class is: 33. Product: [OH:16][C:3]1[C:2]([NH:1][N:17]=[C:23]2[C:24](=[O:37])[N:25]([C:27]3[CH:36]=[CH:35][C:34]4[CH2:33][CH2:32][CH2:31][CH2:30][C:29]=4[CH:28]=3)[N:26]=[C:22]2[CH3:21])=[CH:7][CH:6]=[CH:5][C:4]=1[C:8]1[CH:9]=[C:10]([C:13]([OH:15])=[O:14])[NH:11][CH:12]=1. (2) Reactant: [Cl:1][C:2]1[CH:18]=[CH:17][C:5]2[CH2:6][CH2:7][N:8]([C:11](=[O:16])[C:12]([F:15])([F:14])[F:13])[CH2:9][CH2:10][C:4]=2[C:3]=1OS(C(F)(F)F)(=O)=O.[CH3:27][C:28]([CH3:41])([CH3:40])[CH2:29][O:30][CH2:31][C:32]1[CH:39]=[CH:38][C:35]([CH2:36][NH2:37])=[CH:34][CH:33]=1. Product: [Cl:1][C:2]1[CH:18]=[CH:17][C:5]2[CH2:6][CH2:7][N:8]([C:11](=[O:16])[C:12]([F:15])([F:14])[F:13])[CH2:9][CH2:10][C:4]=2[C:3]=1[NH:37][CH2:36][C:35]1[CH:38]=[CH:39][C:32]([CH2:31][O:30][CH2:29][C:28]([CH3:41])([CH3:40])[CH3:27])=[CH:33][CH:34]=1. The catalyst class is: 11. (3) Reactant: [CH3:1][O:2][C:3]([C:5]1[CH:6]=[C:7]([CH:35]=[CH:36][CH:37]=1)[CH2:8][N:9]1[C:13](=[O:14])[C:12]2([CH2:19][CH2:18][N:17](C(OC(C)(C)C)=O)[CH2:16][CH2:15]2)[N:11]([C:27]2[CH:32]=[CH:31][C:30]([O:33][CH3:34])=[CH:29][CH:28]=2)[CH2:10]1)=[O:4].Cl. Product: [CH3:34][O:33][C:30]1[CH:29]=[CH:28][C:27]([N:11]2[C:12]3([CH2:15][CH2:16][NH:17][CH2:18][CH2:19]3)[C:13](=[O:14])[N:9]([CH2:8][C:7]3[CH:6]=[C:5]([CH:37]=[CH:36][CH:35]=3)[C:3]([O:2][CH3:1])=[O:4])[CH2:10]2)=[CH:32][CH:31]=1. The catalyst class is: 12. (4) Reactant: [CH2:1]([O:3][C:4](=[O:14])[CH2:5][C:6]1[CH:11]=[CH:10][C:9]([CH2:12][OH:13])=[CH:8][CH:7]=1)[CH3:2].C(N(CC)CC)C.[CH3:22][S:23](Cl)(=[O:25])=[O:24].O. Product: [CH3:22][S:23]([O:13][CH2:12][C:9]1[CH:10]=[CH:11][C:6]([CH2:5][C:4]([O:3][CH2:1][CH3:2])=[O:14])=[CH:7][CH:8]=1)(=[O:25])=[O:24]. The catalyst class is: 1. (5) Reactant: [NH2:1][C:2]1[O:3][CH2:4][C@:5]2([N:21]=1)[C:18]1[CH:17]=[C:16](Br)[CH:15]=[CH:14][C:13]=1[O:12][C:11]1[C:6]2=[CH:7][C:8]([OH:20])=[CH:9][CH:10]=1.[N:22]1[CH:27]=[CH:26][CH:25]=[C:24](B(O)O)[CH:23]=1.C1COCC1.C(=O)([O-])[O-].[K+].[K+]. Product: [NH2:1][C:2]1[O:3][CH2:4][C@@:5]2([N:21]=1)[C:6]1[CH:7]=[C:8]([OH:20])[CH:9]=[CH:10][C:11]=1[O:12][C:13]1[C:18]2=[CH:17][C:16]([C:24]2[CH:23]=[N:22][CH:27]=[CH:26][CH:25]=2)=[CH:15][CH:14]=1. The catalyst class is: 532.